The task is: Binary Classification. Given a drug SMILES string, predict its activity (active/inactive) in a high-throughput screening assay against a specified biological target.. This data is from M1 muscarinic receptor antagonist screen with 61,756 compounds. (1) The molecule is S(=O)(=O)(N1CCC(CC1)C(=O)N1CCCc2c1cccc2)c1c2nsnc2ccc1. The result is 0 (inactive). (2) The drug is O1C(CCC1)CNc1nc(nc2c1cccc2)Nc1ccc(O)cc1. The result is 1 (active).